This data is from NCI-60 drug combinations with 297,098 pairs across 59 cell lines. The task is: Regression. Given two drug SMILES strings and cell line genomic features, predict the synergy score measuring deviation from expected non-interaction effect. (1) Synergy scores: CSS=19.1, Synergy_ZIP=-2.75, Synergy_Bliss=-1.56, Synergy_Loewe=-5.91, Synergy_HSA=-0.722. Drug 1: COC1=C(C=C2C(=C1)N=CN=C2NC3=CC(=C(C=C3)F)Cl)OCCCN4CCOCC4. Drug 2: C1C(C(OC1N2C=NC3=C2NC=NCC3O)CO)O. Cell line: SK-MEL-2. (2) Drug 1: C1=NC2=C(N=C(N=C2N1C3C(C(C(O3)CO)O)F)Cl)N. Drug 2: CC1C(C(CC(O1)OC2CC(CC3=C2C(=C4C(=C3O)C(=O)C5=C(C4=O)C(=CC=C5)OC)O)(C(=O)CO)O)N)O.Cl. Cell line: CCRF-CEM. Synergy scores: CSS=60.4, Synergy_ZIP=-4.03, Synergy_Bliss=-6.78, Synergy_Loewe=-5.74, Synergy_HSA=-2.37. (3) Drug 1: COC1=C2C(=CC3=C1OC=C3)C=CC(=O)O2. Drug 2: CC1CCCC2(C(O2)CC(NC(=O)CC(C(C(=O)C(C1O)C)(C)C)O)C(=CC3=CSC(=N3)C)C)C. Cell line: MCF7. Synergy scores: CSS=26.3, Synergy_ZIP=0.676, Synergy_Bliss=-2.07, Synergy_Loewe=-23.1, Synergy_HSA=-2.60. (4) Drug 1: CC12CCC3C(C1CCC2=O)CC(=C)C4=CC(=O)C=CC34C. Drug 2: CN(C(=O)NC(C=O)C(C(C(CO)O)O)O)N=O. Cell line: HS 578T. Synergy scores: CSS=51.1, Synergy_ZIP=0.239, Synergy_Bliss=0.578, Synergy_Loewe=1.39, Synergy_HSA=1.08. (5) Drug 1: CC1OCC2C(O1)C(C(C(O2)OC3C4COC(=O)C4C(C5=CC6=C(C=C35)OCO6)C7=CC(=C(C(=C7)OC)O)OC)O)O. Drug 2: CCC1(CC2CC(C3=C(CCN(C2)C1)C4=CC=CC=C4N3)(C5=C(C=C6C(=C5)C78CCN9C7C(C=CC9)(C(C(C8N6C=O)(C(=O)OC)O)OC(=O)C)CC)OC)C(=O)OC)O.OS(=O)(=O)O. Cell line: DU-145. Synergy scores: CSS=12.5, Synergy_ZIP=2.30, Synergy_Bliss=5.00, Synergy_Loewe=3.62, Synergy_HSA=4.93.